From a dataset of Catalyst prediction with 721,799 reactions and 888 catalyst types from USPTO. Predict which catalyst facilitates the given reaction. (1) Reactant: [Br:1][C:2]1[C:3]([NH:9][CH:10]2[CH2:15][CH2:14][O:13][CH2:12][CH2:11]2)=[N:4][C:5](Cl)=[N:6][CH:7]=1.[NH3:16].C(OCC)(=O)C. Product: [Br:1][C:2]1[C:3]([NH:9][CH:10]2[CH2:15][CH2:14][O:13][CH2:12][CH2:11]2)=[N:4][C:5]([NH2:16])=[N:6][CH:7]=1. The catalyst class is: 32. (2) Reactant: [CH2:1]([N:8]1[CH2:13][CH2:12][N:11]([C:14]2[CH:19]=[CH:18][C:17]([NH2:20])=[CH:16][N:15]=2)[CH2:10][CH2:9]1)[C:2]1[CH:7]=[CH:6][CH:5]=[CH:4][CH:3]=1.[CH:21]([C:24]1[CH:29]=[CH:28][C:27]([C:30]2[C:31]([C:37](O)=[O:38])=[CH:32][CH:33]=[CH:34][C:35]=2[CH3:36])=[CH:26][CH:25]=1)([CH3:23])[CH3:22].C1C=CC2N(O)N=NC=2C=1.CCN=C=NCCCN(C)C.Cl. Product: [CH2:1]([N:8]1[CH2:13][CH2:12][N:11]([C:14]2[CH:19]=[CH:18][C:17]([NH:20][C:37]([C:31]3[C:30]([C:27]4[CH:26]=[CH:25][C:24]([CH:21]([CH3:23])[CH3:22])=[CH:29][CH:28]=4)=[C:35]([CH3:36])[CH:34]=[CH:33][CH:32]=3)=[O:38])=[CH:16][N:15]=2)[CH2:10][CH2:9]1)[C:2]1[CH:7]=[CH:6][CH:5]=[CH:4][CH:3]=1. The catalyst class is: 347. (3) Reactant: [Cl:1][CH:2]([C:7](=[O:29])[CH2:8][C:9]([CH:24]1[CH2:28][CH2:27][CH2:26][CH2:25]1)(O)[CH2:10][CH2:11][C:12]1[CH:17]=[CH:16][C:15]([O:18][CH:19]([CH3:21])[CH3:20])=[C:14]([F:22])[CH:13]=1)[C:3]([O:5]C)=[O:4].CCCC[Sn](Cl)(O[Sn](Cl)(CCCC)CCCC)CCCC. Product: [Cl:1][C:2]1[C:3](=[O:4])[O:5][C:9]([CH:24]2[CH2:25][CH2:26][CH2:27][CH2:28]2)([CH2:10][CH2:11][C:12]2[CH:17]=[CH:16][C:15]([O:18][CH:19]([CH3:21])[CH3:20])=[C:14]([F:22])[CH:13]=2)[CH2:8][C:7]=1[OH:29]. The catalyst class is: 11. (4) Reactant: [N:1]1[CH:6]=[CH:5][C:4](B(O)O)=[CH:3][CH:2]=1.Br[C:11]1[CH:16]=[CH:15][C:14]([N+:17]([O-:19])=[O:18])=[CH:13][CH:12]=1.C([O-])([O-])=O.[K+].[K+]. Product: [N+:17]([C:14]1[CH:15]=[CH:16][C:11]([C:4]2[CH:5]=[CH:6][N:1]=[CH:2][CH:3]=2)=[CH:12][CH:13]=1)([O-:19])=[O:18]. The catalyst class is: 117. (5) Product: [C:61]([O:60][C:58]([N:54]1[CH2:55][CH2:56][CH2:57][C@H:53]1[C:51]1[NH:52][C:48]([C:9]2[CH:22]=[C:21]3[C:12]([C:13]4[CH:14]=[CH:15][C:16]([C:23]5[CH:24]=[CH:25][C:26]6[N:30]=[C:29]([C@@H:31]7[C@@H:36]8[CH2:37][C@@H:33]([CH2:34][CH2:35]8)[N:32]7[C:38]([O:40][C:41]([CH3:44])([CH3:42])[CH3:43])=[O:39])[NH:28][C:27]=6[CH:45]=5)=[CH:17][C:18]=4[CH2:19][CH2:20]3)=[CH:11][CH:10]=2)=[CH:49][N:50]=1)=[O:59])([CH3:64])([CH3:62])[CH3:63]. Reactant: CC1(C)C(C)(C)OB([C:9]2[CH:22]=[C:21]3[C:12]([C:13]4[CH:14]=[CH:15][C:16]([C:23]5[CH:24]=[CH:25][C:26]6[N:30]=[C:29]([C@@H:31]7[C@@H:36]8[CH2:37][C@@H:33]([CH2:34][CH2:35]8)[N:32]7[C:38]([O:40][C:41]([CH3:44])([CH3:43])[CH3:42])=[O:39])[NH:28][C:27]=6[CH:45]=5)=[CH:17][C:18]=4[CH2:19][CH2:20]3)=[CH:11][CH:10]=2)O1.Br[C:48]1[NH:52][C:51]([C@@H:53]2[CH2:57][CH2:56][CH2:55][N:54]2[C:58]([O:60][C:61]([CH3:64])([CH3:63])[CH3:62])=[O:59])=[N:50][CH:49]=1.C([O-])(O)=O.[Na+]. The catalyst class is: 276. (6) The catalyst class is: 10. Product: [S:1]1[CH:5]=[CH:4][C:3]([C:6]2[C:11]([O:12][CH2:14][C:15]([O:17][CH3:18])=[O:16])=[CH:10][CH:9]=[CH:8][N:7]=2)=[CH:2]1. Reactant: [S:1]1[CH:5]=[CH:4][C:3]([C:6]2[C:11]([OH:12])=[CH:10][CH:9]=[CH:8][N:7]=2)=[CH:2]1.Br[CH2:14][C:15]([O:17][CH3:18])=[O:16].C(=O)([O-])[O-].[Cs+].[Cs+].O. (7) Reactant: [Cl:1][C:2]1[CH:7]=[CH:6][CH:5]=[CH:4][C:3]=1[CH:8]1[CH2:13][CH2:12][CH2:11][CH2:10][C:9]1=[O:14].[Br:15]Br. Product: [Br:15][CH:10]1[C:9](=[O:14])[CH:8]([C:3]2[CH:4]=[CH:5][CH:6]=[CH:7][C:2]=2[Cl:1])[CH2:13][CH2:12][CH2:11]1. The catalyst class is: 22.